Predict the reactants needed to synthesize the given product. From a dataset of Full USPTO retrosynthesis dataset with 1.9M reactions from patents (1976-2016). The reactants are: [Si]([O:8][C@@H:9]1[C@@:36]2([CH3:37])[C:13](=[CH:14][CH:15]=[C:16]3[C@@H:35]2[CH2:34][CH2:33][C@@:32]2([CH3:38])[C@H:17]3[CH2:18][CH:19]=[C:20]2[C@@H:21]([S:23][CH2:24][C@@H:25]([OH:31])[CH:26]([CH2:29][CH3:30])[CH2:27][CH3:28])[CH3:22])[CH2:12][C@@H:11]([O:39][Si](C(C)(C)C)(C)C)[CH2:10]1)(C(C)(C)C)(C)C.[F-].C([N+](CCCC)(CCCC)CCCC)CCC. Given the product [OH:8][C@@H:9]1[C@@:36]2([CH3:37])[C:13](=[CH:14][CH:15]=[C:16]3[C@@H:35]2[CH2:34][CH2:33][C@@:32]2([CH3:38])[C@H:17]3[CH2:18][CH:19]=[C:20]2[C@@H:21]([S:23][CH2:24][C@@H:25]([OH:31])[CH:26]([CH2:27][CH3:28])[CH2:29][CH3:30])[CH3:22])[CH2:12][C@@H:11]([OH:39])[CH2:10]1, predict the reactants needed to synthesize it.